Task: Regression/Classification. Given a drug SMILES string, predict its toxicity properties. Task type varies by dataset: regression for continuous values (e.g., LD50, hERG inhibition percentage) or binary classification for toxic/non-toxic outcomes (e.g., AMES mutagenicity, cardiotoxicity, hepatotoxicity). Dataset: herg_karim.. Dataset: hERG potassium channel inhibition data for cardiac toxicity prediction from Karim et al. (1) The drug is CN1Cc2cccc(Oc3ncccc3NC(=O)Nc3ccc(OC(F)(F)F)cc3)c2C1C(C)(C)C. The result is 1 (blocker). (2) The compound is CCOc1cc2ncc(C(N)=O)c(Nc3ccc(Cl)c(Cl)c3)c2cc1N1CCN(C)CC1. The result is 1 (blocker). (3) The drug is Cc1cn2cc(C(=O)N(C)CCO)cc(N[C@@H]3CCOc4cccc(C)c43)c2n1. The result is 0 (non-blocker). (4) The molecule is CCc1nn2ccccc2c1CCN(Cc1ccc(C=CC(=O)NO)cc1)C(C)C. The result is 1 (blocker). (5) The drug is O=C(c1ccc(OC2CC(N3CCCCC3)C2)cc1)N1CCOCC1. The result is 0 (non-blocker).